From a dataset of Catalyst prediction with 721,799 reactions and 888 catalyst types from USPTO. Predict which catalyst facilitates the given reaction. (1) Reactant: Br[C:2]1[C:16]([CH2:17][CH3:18])=[CH:15][C:5]([O:6][CH2:7][O:8][CH2:9][CH2:10][Si:11]([CH3:14])([CH3:13])[CH3:12])=[C:4]([F:19])[CH:3]=1.[B:20]1([B:20]2[O:24][C:23]([CH3:26])([CH3:25])[C:22]([CH3:28])([CH3:27])[O:21]2)[O:24][C:23]([CH3:26])([CH3:25])[C:22]([CH3:28])([CH3:27])[O:21]1.CC([O-])=O.[K+]. Product: [CH2:17]([C:16]1[CH:15]=[C:5]([O:6][CH2:7][O:8][CH2:9][CH2:10][Si:11]([CH3:14])([CH3:13])[CH3:12])[C:4]([F:19])=[CH:3][C:2]=1[B:20]1[O:24][C:23]([CH3:26])([CH3:25])[C:22]([CH3:28])([CH3:27])[O:21]1)[CH3:18]. The catalyst class is: 75. (2) Reactant: C[C:2]1([C:8](O)=O)[CH2:7][CH2:6][O:5][CH2:4][CH2:3]1.C([N:13]([CH2:16]C)CC)C.P(N=[N+]=[N-])(OC1C=CC=CC=1)(OC1C=CC=CC=1)=[O:19].[OH-].[Na+]. Product: [N:13]([C:2]1([CH3:8])[CH2:3][CH2:4][O:5][CH2:6][CH2:7]1)=[C:16]=[O:19]. The catalyst class is: 11.